Dataset: Forward reaction prediction with 1.9M reactions from USPTO patents (1976-2016). Task: Predict the product of the given reaction. Given the reactants [Cl:1][C:2]1[C:3]([NH:23][C:24]2[CH:28]=[C:27]([CH3:29])[NH:26][N:25]=2)=[N:4][C:5]([NH:8][C:9]2[CH:14]=[C:13]([CH3:15])[C:12]([CH:16]3[CH2:21][CH2:20][NH:19][CH2:18][CH2:17]3)=[CH:11][C:10]=2[F:22])=[N:6][CH:7]=1.C(N(C(C)C)CC)(C)C.CN(C(ON1N=NC2C=CC=NC1=2)=[N+](C)C)C.F[P-](F)(F)(F)(F)F.C(OC([N:70]1[CH2:73][CH:72]([C:74](O)=[O:75])[CH2:71]1)=O)(C)(C)C, predict the reaction product. The product is: [NH:70]1[CH2:73][CH:72]([C:74]([N:19]2[CH2:18][CH2:17][CH:16]([C:12]3[CH:11]=[C:10]([F:22])[C:9]([NH:8][C:5]4[N:4]=[C:3]([NH:23][C:24]5[CH:28]=[C:27]([CH3:29])[NH:26][N:25]=5)[C:2]([Cl:1])=[CH:7][N:6]=4)=[CH:14][C:13]=3[CH3:15])[CH2:21][CH2:20]2)=[O:75])[CH2:71]1.